This data is from Forward reaction prediction with 1.9M reactions from USPTO patents (1976-2016). The task is: Predict the product of the given reaction. (1) The product is: [CH2:1]([O:3][C:4]1[C:13]([NH:14][C:15]([N:35]2[CH2:36][CH2:37][N:32]([C:27]3[CH:28]=[C:29]([CH3:31])[CH:30]=[C:25]([CH3:24])[CH:26]=3)[CH2:33][CH2:34]2)=[O:23])=[N:12][C:11]2[C:6](=[CH:7][CH:8]=[CH:9][CH:10]=2)[N:5]=1)[CH3:2]. Given the reactants [CH2:1]([O:3][C:4]1[C:13]([NH:14][C:15](=[O:23])OC2C=CC=CC=2)=[N:12][C:11]2[C:6](=[CH:7][CH:8]=[CH:9][CH:10]=2)[N:5]=1)[CH3:2].[CH3:24][C:25]1[CH:26]=[C:27]([N:32]2[CH2:37][CH2:36][NH:35][CH2:34][CH2:33]2)[CH:28]=[C:29]([CH3:31])[CH:30]=1, predict the reaction product. (2) Given the reactants [Br:1][C:2]1[CH:7]=[N:6][C:5]([OH:8])=[C:4]2[O:9][C:10]([Cl:12])=[CH:11][C:3]=12.[C:13]([O-])([O-])=O.[K+].[K+].CI, predict the reaction product. The product is: [Br:1][C:2]1[C:3]2[CH:11]=[C:10]([Cl:12])[O:9][C:4]=2[C:5](=[O:8])[N:6]([CH3:13])[CH:7]=1. (3) Given the reactants [C:1]1([S:7]([NH:10][C@H:11]([CH2:15][OH:16])[C:12]([OH:14])=O)(=[O:9])=[O:8])[CH:6]=[CH:5][CH:4]=[CH:3][CH:2]=1.[CH3:17][C:18]1[CH:23]=[CH:22][C:21]([CH3:24])=[CH:20][C:19]=1[N:25]1[CH2:30][CH2:29][NH:28][CH2:27][CH2:26]1, predict the reaction product. The product is: [CH3:17][C:18]1[CH:23]=[CH:22][C:21]([CH3:24])=[CH:20][C:19]=1[N:25]1[CH2:26][CH2:27][N:28]([C:12](=[O:14])[C@H:11]([NH:10][S:7]([C:1]2[CH:2]=[CH:3][CH:4]=[CH:5][CH:6]=2)(=[O:8])=[O:9])[CH2:15][OH:16])[CH2:29][CH2:30]1.